This data is from Forward reaction prediction with 1.9M reactions from USPTO patents (1976-2016). The task is: Predict the product of the given reaction. (1) Given the reactants [Si:1]([O:8][CH2:9][C@@H:10]([NH:14][C:15]([C:17]1[N:18]=[C:19]([N:22]2[CH2:25][CH:24](OS(C)(=O)=O)[CH2:23]2)[S:20][CH:21]=1)=[O:16])[CH:11]([CH3:13])[CH3:12])([C:4]([CH3:7])([CH3:6])[CH3:5])([CH3:3])[CH3:2].[C:31]([O-:34])(=[S:33])[CH3:32].[K+], predict the reaction product. The product is: [C:31]([S:33][CH:24]1[CH2:25][N:22]([C:19]2[S:20][CH:21]=[C:17]([C:15](=[O:16])[NH:14][C@H:10]([CH2:9][O:8][Si:1]([C:4]([CH3:6])([CH3:7])[CH3:5])([CH3:2])[CH3:3])[CH:11]([CH3:13])[CH3:12])[N:18]=2)[CH2:23]1)(=[O:34])[CH3:32]. (2) The product is: [Cl:32][C:33]1[CH:38]=[CH:37][CH:36]=[C:35]([N:39]2[CH2:44][CH2:43][O:42][CH2:41][CH2:40]2)[C:34]=1[CH2:45][N:46]1[CH2:51][CH2:50][N:49]([C:12]([O:8][CH:3]([C:4]([F:7])([F:6])[F:5])[C:2]([F:10])([F:9])[F:1])=[O:14])[CH2:48][CH2:47]1. Given the reactants [F:1][C:2]([F:10])([F:9])[CH:3]([OH:8])[C:4]([F:7])([F:6])[F:5].Cl[C:12](Cl)([O:14]C(=O)OC(Cl)(Cl)Cl)Cl.C(N(CC)C(C)C)(C)C.[Cl:32][C:33]1[C:34]([CH2:45][N:46]2[CH2:51][CH2:50][NH:49][CH2:48][CH2:47]2)=[C:35]([N:39]2[CH2:44][CH2:43][O:42][CH2:41][CH2:40]2)[CH:36]=[CH:37][CH:38]=1, predict the reaction product. (3) Given the reactants [C:1]1([NH:11][C:12]2[C:20]3[C:19]4[CH2:21][NH:22][CH2:23][CH2:24][C:18]=4[NH:17][C:16]=3[N:15]=[CH:14][CH:13]=2)[C:10]2[C:5](=[CH:6][CH:7]=[CH:8][CH:9]=2)[CH:4]=[CH:3][CH:2]=1.[C:25](OC(=O)C)(=[O:27])[CH3:26].C(N(CC)CC)C, predict the reaction product. The product is: [C:1]1([NH:11][C:12]2[C:20]3[C:19]4[CH2:21][N:22]([C:25](=[O:27])[CH3:26])[CH2:23][CH2:24][C:18]=4[NH:17][C:16]=3[N:15]=[CH:14][CH:13]=2)[C:10]2[C:5](=[CH:6][CH:7]=[CH:8][CH:9]=2)[CH:4]=[CH:3][CH:2]=1. (4) Given the reactants [CH:1]1([N:7]2[C:11]([C:12]([F:15])([F:14])[F:13])=[C:10]([C:16]([OH:18])=O)[CH:9]=[N:8]2)[CH2:6][CH2:5][CH2:4][CH2:3][CH2:2]1.[CH3:19][S:20]([C:23]1[CH:24]=[C:25]([CH:27]=[CH:28][CH:29]=1)[NH2:26])(=[O:22])=[O:21], predict the reaction product. The product is: [CH:1]1([N:7]2[C:11]([C:12]([F:13])([F:14])[F:15])=[C:10]([C:16]([NH:26][C:25]3[CH:27]=[CH:28][CH:29]=[C:23]([S:20]([CH3:19])(=[O:22])=[O:21])[CH:24]=3)=[O:18])[CH:9]=[N:8]2)[CH2:2][CH2:3][CH2:4][CH2:5][CH2:6]1.